From a dataset of Full USPTO retrosynthesis dataset with 1.9M reactions from patents (1976-2016). Predict the reactants needed to synthesize the given product. (1) Given the product [CH2:17]([O:10][C:8]1[CH:7]=[CH:6][C:3]([C:4]#[N:5])=[C:2]([F:1])[CH:9]=1)[C:18]1[CH:23]=[CH:22][CH:21]=[CH:20][CH:19]=1, predict the reactants needed to synthesize it. The reactants are: [F:1][C:2]1[CH:9]=[C:8]([OH:10])[CH:7]=[CH:6][C:3]=1[C:4]#[N:5].C(=O)([O-])[O-].[K+].[K+].[CH2:17](Br)[C:18]1[CH:23]=[CH:22][CH:21]=[CH:20][CH:19]=1.O. (2) The reactants are: [N:1]1[CH:6]=[CH:5][C:4]([NH2:7])=[N:3][CH:2]=1.C[Si]([N-][Si](C)(C)C)(C)C.[Li+].[Br:18][C:19]1[C:28]2[C:23](=[CH:24][C:25]([S:29](OC3C(F)=C(F)C(F)=C(F)C=3F)(=[O:31])=[O:30])=[CH:26][CH:27]=2)[CH:22]=[N:21][CH:20]=1.NC1N=CC=CN=1.[ClH:51]. Given the product [ClH:51].[Br:18][C:19]1[C:28]2[C:23](=[CH:24][C:25]([S:29]([NH:7][C:4]3[CH:5]=[CH:6][N:1]=[CH:2][N:3]=3)(=[O:31])=[O:30])=[CH:26][CH:27]=2)[CH:22]=[N:21][CH:20]=1, predict the reactants needed to synthesize it. (3) Given the product [Cl:12][C:13]1[CH:14]=[C:15]([CH2:23][CH2:24][CH:25]2[NH:11][CH2:10][CH2:9][N:4]3[C:3]([CH2:1][CH3:2])=[N:7][C:6]([I:8])=[C:5]23)[CH:16]=[CH:17][C:18]=1[C:19]([F:20])([F:21])[F:22], predict the reactants needed to synthesize it. The reactants are: [CH2:1]([C:3]1[N:4]([CH2:9][CH2:10][NH2:11])[CH:5]=[C:6]([I:8])[N:7]=1)[CH3:2].[Cl:12][C:13]1[CH:14]=[C:15]([CH2:23][CH2:24][CH:25]=O)[CH:16]=[CH:17][C:18]=1[C:19]([F:22])([F:21])[F:20]. (4) Given the product [Br:1][C:2]1[N:7]=[C:6]([NH:8][C:16](=[O:18])[CH3:17])[CH:5]=[CH:4][CH:3]=1, predict the reactants needed to synthesize it. The reactants are: [Br:1][C:2]1[N:7]=[C:6]([NH2:8])[CH:5]=[CH:4][CH:3]=1.CCN(CC)CC.[C:16](Cl)(=[O:18])[CH3:17]. (5) Given the product [CH3:61][O:60][C:58]1[S:59][C:55]([CH2:9][CH2:8][CH2:7][C:6]([O:5][C:1]([CH3:4])([CH3:3])[CH3:2])=[O:14])=[CH:56][N:57]=1, predict the reactants needed to synthesize it. The reactants are: [C:1]([O:5][C:6](=[O:14])[CH2:7][CH2:8][CH2:9][B-](F)(F)F)([CH3:4])([CH3:3])[CH3:2].CC(OC1C=CC=C(OC(C)C)C=1C1C(P(C2CCCCC2)C2CCCCC2)=CC=CC=1)C.C(=O)([O-])[O-].[K+].[K+].Br[C:55]1[S:59][C:58]([O:60][CH3:61])=[N:57][CH:56]=1. (6) Given the product [Cl:8][C:9]1[CH:24]=[CH:23][C:12]([O:13][C:14]2[CH:22]=[CH:21][C:17]([C:18]([O:19][CH3:29])=[C:2]([C:1]#[N:5])[C:3]#[N:4])=[CH:16][CH:15]=2)=[CH:11][CH:10]=1, predict the reactants needed to synthesize it. The reactants are: [C:1](#[N:5])[CH2:2][C:3]#[N:4].[H-].[Na+].[Cl:8][C:9]1[CH:24]=[CH:23][C:12]([O:13][C:14]2[CH:22]=[CH:21][C:17]([C:18](Cl)=[O:19])=[CH:16][CH:15]=2)=[CH:11][CH:10]=1.S(OC)(O[CH3:29])(=O)=O. (7) Given the product [F:11][C:9]1[CH:10]=[C:2]([CH:20]=[CH2:21])[C:3]2[CH:4]=[C:5]3[CH:14]([CH2:15][C:16]([O:18][CH3:19])=[O:17])[CH2:13][CH2:12][N:6]3[C:7]=2[CH:8]=1, predict the reactants needed to synthesize it. The reactants are: Br[C:2]1[C:3]2[CH:4]=[C:5]3[CH:14]([CH2:15][C:16]([O:18][CH3:19])=[O:17])[CH2:13][CH2:12][N:6]3[C:7]=2[CH:8]=[C:9]([F:11])[CH:10]=1.[C:20]1([As](C2C=CC=CC=2)C2C=CC=CC=2)C=CC=C[CH:21]=1.C([Sn](CCCC)(CCCC)C=C)CCC.